Dataset: Full USPTO retrosynthesis dataset with 1.9M reactions from patents (1976-2016). Task: Predict the reactants needed to synthesize the given product. (1) The reactants are: C([O:3][CH:4](OCC)/[CH:5]=[CH:6]/[C:7]1[C:8]2[S:16][CH:15]=[C:14]([C:17]3[CH:22]=[CH:21][C:20]([O:23][C:24]4[CH:29]=[CH:28][CH:27]=[CH:26][CH:25]=4)=[CH:19][CH:18]=3)[C:9]=2[C:10]([NH2:13])=[N:11][CH:12]=1)C.C1(C)C=CC(S(O)(=O)=O)=CC=1.CC(C)=O. Given the product [NH2:13][C:10]1[C:9]2[C:14]([C:17]3[CH:18]=[CH:19][C:20]([O:23][C:24]4[CH:29]=[CH:28][CH:27]=[CH:26][CH:25]=4)=[CH:21][CH:22]=3)=[CH:15][S:16][C:8]=2[C:7](/[CH:6]=[CH:5]/[CH:4]=[O:3])=[CH:12][N:11]=1, predict the reactants needed to synthesize it. (2) Given the product [NH2:23][C:20]1[N:21]=[CH:22][C:17]([C:3]2[CH:4]=[CH:5][C:6]([C:25]3[CH:30]=[CH:29][CH:28]=[CH:27][C:26]=3[S:31]([C:34]3([C:39]([NH2:41])=[O:40])[CH2:38][CH2:37][CH2:36][CH2:35]3)(=[O:33])=[O:32])=[CH:7][C:2]=2[F:1])=[N:18][CH:19]=1, predict the reactants needed to synthesize it. The reactants are: [F:1][C:2]1[CH:7]=[C:6](B2OC(C)(C)C(C)(C)O2)[CH:5]=[CH:4][C:3]=1[C:17]1[N:18]=[CH:19][C:20]([NH2:23])=[N:21][CH:22]=1.Br[C:25]1[CH:30]=[CH:29][CH:28]=[CH:27][C:26]=1[S:31]([C:34]1([C:39]([NH2:41])=[O:40])[CH2:38][CH2:37][CH2:36][CH2:35]1)(=[O:33])=[O:32]. (3) Given the product [CH2:1]([N:8]1[CH2:21][CH2:20][C:19]2[C:18]3[CH:17]=[C:16]([S:22]([C:25]4[CH:30]=[CH:29][CH:28]=[CH:27][CH:26]=4)(=[O:24])=[O:23])[CH:15]=[CH:14][C:13]=3[N:12]([CH2:34][CH3:35])[C:11]=2[CH2:10][CH2:9]1)[C:2]1[CH:3]=[CH:4][CH:5]=[CH:6][CH:7]=1, predict the reactants needed to synthesize it. The reactants are: [CH2:1]([N:8]1[CH2:21][CH2:20][C:19]2[C:18]3[CH:17]=[C:16]([S:22]([C:25]4[CH:30]=[CH:29][CH:28]=[CH:27][CH:26]=4)(=[O:24])=[O:23])[CH:15]=[CH:14][C:13]=3[NH:12][C:11]=2[CH2:10][CH2:9]1)[C:2]1[CH:7]=[CH:6][CH:5]=[CH:4][CH:3]=1.[H-].[Na+].I[CH2:34][CH3:35]. (4) Given the product [Br:19][C:13]1[CH:14]=[CH:15][C:16]([CH3:18])=[CH:17][C:12]=1[C:10]([N:4]1[CH2:5][CH2:6][CH2:7][C@@H:8]([CH3:9])[C@H:3]1[CH2:2][NH:1][C:21]1[CH:26]=[CH:25][C:24]([C:27]([F:30])([F:29])[F:28])=[CH:23][N:22]=1)=[O:11], predict the reactants needed to synthesize it. The reactants are: [NH2:1][CH2:2][C@@H:3]1[C@H:8]([CH3:9])[CH2:7][CH2:6][CH2:5][N:4]1[C:10]([C:12]1[CH:17]=[C:16]([CH3:18])[CH:15]=[CH:14][C:13]=1[Br:19])=[O:11].Cl[C:21]1[CH:26]=[CH:25][C:24]([C:27]([F:30])([F:29])[F:28])=[CH:23][N:22]=1. (5) Given the product [Br:1][C:2]1[S:3][C:4]([C:15]([OH:17])=[O:16])=[C:5]([C:7]2[CH:8]=[CH:9][C:10]([O:13][CH3:14])=[CH:11][CH:12]=2)[N:6]=1, predict the reactants needed to synthesize it. The reactants are: [Br:1][C:2]1[S:3][C:4]([C:15]([O:17]C)=[O:16])=[C:5]([C:7]2[CH:12]=[CH:11][C:10]([O:13][CH3:14])=[CH:9][CH:8]=2)[N:6]=1.O.[OH-].[Li+]. (6) Given the product [S:8]1[C:12]2[CH:13]=[CH:14][C:15]([NH:17][C:18]3[CH:30]=[C:29]([C:31]4[CH:36]=[CH:35][CH:34]=[C:33]([Cl:37])[CH:32]=4)[CH:28]=[CH:27][C:19]=3[C:20]([OH:22])=[O:21])=[CH:16][C:11]=2[CH:10]=[CH:9]1, predict the reactants needed to synthesize it. The reactants are: FC(F)(F)C(O)=O.[S:8]1[C:12]2[CH:13]=[CH:14][C:15]([NH:17][C:18]3[CH:30]=[C:29]([C:31]4[CH:36]=[CH:35][CH:34]=[C:33]([Cl:37])[CH:32]=4)[CH:28]=[CH:27][C:19]=3[C:20]([O:22]C(C)(C)C)=[O:21])=[CH:16][C:11]=2[CH:10]=[CH:9]1. (7) Given the product [NH2:1][C:2]1[C:7]2[C:8]([C:11]3[CH:12]=[CH:13][C:14]([O:17][C:18]4[CH:23]=[CH:22][CH:21]=[CH:20][CH:19]=4)=[CH:15][CH:16]=3)=[CH:9][S:10][C:6]=2[C:5](/[CH:24]=[CH:25]/[CH2:26][OH:27])=[CH:4][N:3]=1, predict the reactants needed to synthesize it. The reactants are: [NH2:1][C:2]1[C:7]2[C:8]([C:11]3[CH:16]=[CH:15][C:14]([O:17][C:18]4[CH:23]=[CH:22][CH:21]=[CH:20][CH:19]=4)=[CH:13][CH:12]=3)=[CH:9][S:10][C:6]=2[C:5](/[CH:24]=[CH:25]/[C:26](OCC)=[O:27])=[CH:4][N:3]=1.CC(C[AlH]CC(C)C)C.CO. (8) Given the product [Br:37][C:11]1[C:12](=[O:29])[C:13]([O:27][CH3:28])=[C:14]2[C:16](=[O:26])[N:17]([CH2:18][C:19]3[CH:24]=[CH:23][C:22]([F:25])=[CH:21][CH:20]=3)[CH2:6][CH:7]3[CH2:8][CH2:9][C:10]=1[N:15]23, predict the reactants needed to synthesize it. The reactants are: CS(O[CH2:6][CH:7]1[N:15]2[C:10](=[CH:11][C:12](=[O:29])[C:13]([O:27][CH3:28])=[C:14]2[C:16](=[O:26])[NH:17][CH2:18][C:19]2[CH:24]=[CH:23][C:22]([F:25])=[CH:21][CH:20]=2)[CH2:9][CH2:8]1)(=O)=O.C1C(=O)N([Br:37])C(=O)C1.